Dataset: Forward reaction prediction with 1.9M reactions from USPTO patents (1976-2016). Task: Predict the product of the given reaction. (1) Given the reactants [CH3:1][O:2][CH2:3][CH2:4][NH:5][CH3:6].[C:7]([C:9]1[C:17]2[C:12](=[CH:13][CH:14]=[C:15]([CH2:18][CH2:19][NH:20][C:21](=[O:35])[C:22]3[CH:27]=[CH:26][C:25]([C:28]4[CH:33]=[CH:32][N:31]=[C:30](Cl)[N:29]=4)=[CH:24][CH:23]=3)[CH:16]=2)[NH:11][CH:10]=1)#[N:8], predict the reaction product. The product is: [C:7]([C:9]1[C:17]2[C:12](=[CH:13][CH:14]=[C:15]([CH2:18][CH2:19][NH:20][C:21](=[O:35])[C:22]3[CH:27]=[CH:26][C:25]([C:28]4[CH:33]=[CH:32][N:31]=[C:30]([N:5]([CH2:4][CH2:3][O:2][CH3:1])[CH3:6])[N:29]=4)=[CH:24][CH:23]=3)[CH:16]=2)[NH:11][CH:10]=1)#[N:8]. (2) The product is: [CH2:1]([C:3]([CH2:7][OH:8])([CH2:5][OH:6])[CH3:4])[OH:2].[N:14]([CH2:16][CH2:17][OH:22])([CH2:15][CH2:26][OH:28])[CH2:10][CH2:12][OH:13]. Given the reactants [CH2:1]([C:3]([CH2:7][OH:8])([CH2:5][OH:6])[CH3:4])[OH:2].C[C:10]([N:14]([CH3:16])[CH3:15])([CH2:12][OH:13])C.[C:17]([OH:22])(CC)(C)C.CC(=O)C[C:26](=[O:28])C.CC(=O)CC(C)(O)C, predict the reaction product.